This data is from Forward reaction prediction with 1.9M reactions from USPTO patents (1976-2016). The task is: Predict the product of the given reaction. (1) Given the reactants [CH2:1]([N:3]([C:29](=O)[C:30]1[CH:35]=[CH:34][C:33]([OH:36])=[CH:32][CH:31]=1)[C:4]1[CH:9]=[C:8]([O:10][CH3:11])[CH:7]=[CH:6][C:5]=1[CH:12]1[CH2:21][CH2:20][C:19]2[CH:18]=[C:17]([O:22]C(=O)C(C)(C)C)[CH:16]=[CH:15][C:14]=2[CH2:13]1)[CH3:2].Cl[CH2:39][C:40]([NH:42][CH2:43][CH2:44][O:45][CH3:46])=O, predict the reaction product. The product is: [CH2:1]([N:3]([CH2:29][C:30]1[CH:31]=[CH:32][C:33]([O:36][CH2:39][CH2:40][NH:42][CH2:43][CH2:44][O:45][CH3:46])=[CH:34][CH:35]=1)[C:4]1[CH:9]=[C:8]([O:10][CH3:11])[CH:7]=[CH:6][C:5]=1[CH:12]1[CH2:21][CH2:20][C:19]2[CH:18]=[C:17]([OH:22])[CH:16]=[CH:15][C:14]=2[CH2:13]1)[CH3:2]. (2) Given the reactants [C:1]([O:5][C:6]([NH:8][C@H:9]([CH2:14][CH:15]=[CH2:16])[C:10](OC)=[O:11])=[O:7])([CH3:4])([CH3:3])[CH3:2].[H-].[H-].[H-].[H-].[Li+].[Al+3], predict the reaction product. The product is: [C:1]([O:5][C:6](=[O:7])[NH:8][C@H:9]([CH2:14][CH:15]=[CH2:16])[CH2:10][OH:11])([CH3:4])([CH3:3])[CH3:2]. (3) Given the reactants O.[OH-].[Li+].[CH3:4][O:5][C:6]1[CH:11]=[CH:10][CH:9]=[C:8]([O:12][CH3:13])[C:7]=1[C:14]1[N:18]([CH2:19][CH:20]([CH3:22])[CH3:21])[N:17]=[C:16]([C:23]([O:25]CC)=[O:24])[CH:15]=1, predict the reaction product. The product is: [CH3:13][O:12][C:8]1[CH:9]=[CH:10][CH:11]=[C:6]([O:5][CH3:4])[C:7]=1[C:14]1[N:18]([CH2:19][CH:20]([CH3:21])[CH3:22])[N:17]=[C:16]([C:23]([OH:25])=[O:24])[CH:15]=1. (4) The product is: [F:1][C:2]1[CH:3]=[CH:4][CH:5]=[C:6]2[C:11]=1[O:10][CH2:9][CH2:8][C:7]2=[C:12]([OH:26])[CH3:13]. Given the reactants [F:1][C:2]1[CH:3]=[CH:4][CH:5]=[C:6]2[C:11]=1[O:10][CH2:9][CH2:8][C:7]2=[CH:12][C:13](OCC)=O.[H-].[Al+3].[Li+].[H-].[H-].[H-].C(OCC)(=[O:26])C.O, predict the reaction product.